Dataset: Full USPTO retrosynthesis dataset with 1.9M reactions from patents (1976-2016). Task: Predict the reactants needed to synthesize the given product. (1) Given the product [OH:2][CH2:3][CH:5]1[C:14]2[CH2:15][N:16]=[CH:17][CH:18]=[C:12]3[C:13]=2[C:8](=[CH:9][CH:10]=[CH:11]3)[C:7](=[O:19])[CH2:6]1, predict the reactants needed to synthesize it. The reactants are: C[O:2][C:3]([CH:5]1[C:14]2[CH2:15][N:16]=[CH:17][CH:18]=[C:12]3[C:13]=2[C:8](=[CH:9][CH:10]=[CH:11]3)[C:7](=[O:19])[CH2:6]1)=O.[Li+].[BH4-].C(OCC)(=O)C.Cl. (2) Given the product [NH:1]([C:31]([O:33][CH2:34][CH:35]1[C:36]2[C:41](=[CH:40][CH:39]=[CH:38][CH:37]=2)[C:42]2[C:47]1=[CH:46][CH:45]=[CH:44][CH:43]=2)=[O:32])[C@H:2]([C:28]([N:48]1[CH2:67][CH2:66][CH2:65][C@H:49]1[C:50]([NH:52][C@@H:53]([C:55]([O:57][CH2:58][C:59]1[CH:60]=[CH:61][CH:62]=[CH:63][CH:64]=1)=[O:56])[CH3:54])=[O:51])=[O:30])[CH2:3][C:4]1[N:8]=[CH:7][N:6]([C:9]([C:22]2[CH:27]=[CH:26][CH:25]=[CH:24][CH:23]=2)([C:16]2[CH:17]=[CH:18][CH:19]=[CH:20][CH:21]=2)[C:10]2[CH:15]=[CH:14][CH:13]=[CH:12][CH:11]=2)[CH:5]=1, predict the reactants needed to synthesize it. The reactants are: [NH:1]([C:31]([O:33][CH2:34][CH:35]1[C:47]2[C:42](=[CH:43][CH:44]=[CH:45][CH:46]=2)[C:41]2[C:36]1=[CH:37][CH:38]=[CH:39][CH:40]=2)=[O:32])[C@H:2]([C:28]([OH:30])=O)[CH2:3][C:4]1[N:8]=[CH:7][N:6]([C:9]([C:22]2[CH:27]=[CH:26][CH:25]=[CH:24][CH:23]=2)([C:16]2[CH:21]=[CH:20][CH:19]=[CH:18][CH:17]=2)[C:10]2[CH:15]=[CH:14][CH:13]=[CH:12][CH:11]=2)[CH:5]=1.[NH:48]1[CH2:67][CH2:66][CH2:65][C@H:49]1[C:50]([NH:52][C@@H:53]([C:55]([O:57][CH2:58][C:59]1[CH:64]=[CH:63][CH:62]=[CH:61][CH:60]=1)=[O:56])[CH3:54])=[O:51].Cl.CN(C(ON1N=NC2C=CC=NC1=2)=[N+](C)C)C.F[P-](F)(F)(F)(F)F. (3) Given the product [CH3:16][O:17][C:18](=[O:19])[NH:11][C:9]1[S:10][C:6]2[CH:5]=[C:4]([O:3][C:2]([F:1])([F:14])[F:15])[CH:13]=[CH:12][C:7]=2[N:8]=1, predict the reactants needed to synthesize it. The reactants are: [F:1][C:2]([F:15])([F:14])[O:3][C:4]1[CH:13]=[CH:12][C:7]2[N:8]=[C:9]([NH2:11])[S:10][C:6]=2[CH:5]=1.[CH3:16][O:17][C:18](Cl)=[O:19].C(N(CC)CC)C. (4) Given the product [Cl:1][C:2]1[CH:3]=[CH:4][C:5]([CH3:9])=[C:6]([NH:7][C:18](=[NH:19])[CH2:17][C:13]2[CH:14]=[CH:15][CH:16]=[C:11]([Cl:10])[CH:12]=2)[CH:8]=1, predict the reactants needed to synthesize it. The reactants are: [Cl:1][C:2]1[CH:3]=[CH:4][C:5]([CH3:9])=[C:6]([CH:8]=1)[NH2:7].[Cl:10][C:11]1[CH:12]=[C:13]([CH2:17][C:18]#[N:19])[CH:14]=[CH:15][CH:16]=1. (5) The reactants are: [OH:1][CH:2]1[CH2:5][N:4]([C:6]2[S:7][CH:8]=[C:9]([CH2:11][NH:12][C:13]([O:15][CH3:16])=[O:14])[N:10]=2)[CH2:3]1.[CH3:17][S:18](Cl)(=[O:20])=[O:19].C(N(CC)CC)C. Given the product [CH3:17][S:18]([O:1][CH:2]1[CH2:3][N:4]([C:6]2[S:7][CH:8]=[C:9]([CH2:11][NH:12][C:13]([O:15][CH3:16])=[O:14])[N:10]=2)[CH2:5]1)(=[O:20])=[O:19], predict the reactants needed to synthesize it. (6) Given the product [CH2:1]([NH:8][C:9]([NH:10][O:11][CH2:12][C:13]([NH:17][C@@H:18]([CH2:42][C:43]1[CH:48]=[CH:47][C:46]([O:49][C:50]([CH3:53])([CH3:52])[CH3:51])=[CH:45][CH:44]=1)[C:19]([N:21]([C@@H:33]([CH3:41])[CH:34]([O:35][CH2:36][CH3:37])[O:38][CH2:39][CH3:40])[CH2:22][C:23]1[CH:24]=[CH:25][CH:26]=[C:27]2[C:32]=1[N:31]=[CH:30][CH:29]=[CH:28]2)=[O:20])=[O:15])=[O:16])[C:2]1[CH:3]=[CH:4][CH:5]=[CH:6][CH:7]=1, predict the reactants needed to synthesize it. The reactants are: [CH2:1]([NH:8][C:9](=[O:16])[NH:10][O:11][CH2:12][C:13]([OH:15])=O)[C:2]1[CH:7]=[CH:6][CH:5]=[CH:4][CH:3]=1.[NH2:17][C@@H:18]([CH2:42][C:43]1[CH:48]=[CH:47][C:46]([O:49][C:50]([CH3:53])([CH3:52])[CH3:51])=[CH:45][CH:44]=1)[C:19]([N:21]([C@@H:33]([CH3:41])[CH:34]([O:38][CH2:39][CH3:40])[O:35][CH2:36][CH3:37])[CH2:22][C:23]1[CH:24]=[CH:25][CH:26]=[C:27]2[C:32]=1[N:31]=[CH:30][CH:29]=[CH:28]2)=[O:20]. (7) Given the product [F:7][C:8]1[CH:15]=[CH:14][C:13]([F:16])=[CH:12][C:9]=1[CH:10]=[CH:18][C:19]([OH:21])=[O:20], predict the reactants needed to synthesize it. The reactants are: N1CCCCC1.[F:7][C:8]1[CH:15]=[CH:14][C:13]([F:16])=[CH:12][C:9]=1[CH:10]=O.C(O)(=O)[CH2:18][C:19]([OH:21])=[O:20].Cl. (8) Given the product [N:35]1([S:39]([NH:42][C:7](=[O:9])[C:6]2[CH:10]=[C:2]([Cl:1])[C:3]([O:12][CH2:13][C:14]3([C:19]([F:21])([F:22])[F:20])[CH2:18][CH2:17][CH2:16][CH2:15]3)=[CH:4][C:5]=2[F:11])(=[O:41])=[O:40])[CH2:38][CH2:37][CH2:36]1, predict the reactants needed to synthesize it. The reactants are: [Cl:1][C:2]1[C:3]([O:12][CH2:13][C:14]2([C:19]([F:22])([F:21])[F:20])[CH2:18][CH2:17][CH2:16][CH2:15]2)=[CH:4][C:5]([F:11])=[C:6]([CH:10]=1)[C:7]([OH:9])=O.Cl.C(N=C=NCCCN(C)C)C.[N:35]1([S:39]([NH2:42])(=[O:41])=[O:40])[CH2:38][CH2:37][CH2:36]1.Cl.